From a dataset of Full USPTO retrosynthesis dataset with 1.9M reactions from patents (1976-2016). Predict the reactants needed to synthesize the given product. (1) Given the product [CH2:9]([O:16][C:17]1[C:18]([CH3:26])=[CH:19][C:20]([C:21]([C:6]2[CH:7]=[C:2]([Cl:1])[N:3]=[CH:4][N:5]=2)=[O:22])=[CH:23][C:24]=1[CH3:25])[C:10]1[CH:15]=[CH:14][CH:13]=[CH:12][CH:11]=1, predict the reactants needed to synthesize it. The reactants are: [Cl:1][C:2]1[CH:7]=[C:6](Cl)[N:5]=[CH:4][N:3]=1.[CH2:9]([O:16][C:17]1[C:24]([CH3:25])=[CH:23][C:20]([CH:21]=[O:22])=[CH:19][C:18]=1[CH3:26])[C:10]1[CH:15]=[CH:14][CH:13]=[CH:12][CH:11]=1.[I-].C[N+]1C2C=CC=CC=2N(C)C=1.[H-].[Na+]. (2) Given the product [CH2:15]([O:22][C:23](=[O:24])[NH:14][CH2:13][C:12]#[N:11])[C:16]1[CH:21]=[CH:20][CH:19]=[CH:18][CH:17]=1, predict the reactants needed to synthesize it. The reactants are: C([O-])(O)=O.[Na+].S(O)(O)(=O)=O.[NH2:11][CH2:12][C:13]#[N:14].[CH2:15]([O:22][C:23](Cl)=[O:24])[C:16]1[CH:21]=[CH:20][CH:19]=[CH:18][CH:17]=1. (3) Given the product [NH:2]1[C:6]2[CH:7]=[CH:8][CH:9]=[CH:10][C:5]=2[N:4]=[C:3]1[C@H:11]([NH:21][C:30]([NH:29][CH:26]1[CH2:27][CH2:28][CH:23]([CH3:22])[CH2:24][CH2:25]1)=[O:31])[CH2:12][C:13]1[CH:18]=[CH:17][C:16]([O:19][CH3:20])=[CH:15][CH:14]=1, predict the reactants needed to synthesize it. The reactants are: Cl.[NH:2]1[C:6]2[CH:7]=[CH:8][CH:9]=[CH:10][C:5]=2[N:4]=[C:3]1[C@H:11]([NH2:21])[CH2:12][C:13]1[CH:18]=[CH:17][C:16]([O:19][CH3:20])=[CH:15][CH:14]=1.[CH3:22][CH:23]1[CH2:28][CH2:27][CH:26]([NH2:29])[CH2:25][CH2:24]1.[C:30](O)(C(F)(F)F)=[O:31].